Task: Predict the product of the given reaction.. Dataset: Forward reaction prediction with 1.9M reactions from USPTO patents (1976-2016) (1) Given the reactants [C:1]([N:8]1[CH2:13][CH2:12][N:11]([C:14]2[CH:19]=[CH:18][CH:17]=[CH:16][C:15]=2[CH2:20][NH2:21])[CH2:10][CH2:9]1)([O:3][C:4]([CH3:7])(C)C)=[O:2].[C:22](O)(=[O:25])[CH2:23][CH3:24].[CH:27]1[CH:28]=[CH:29][C:30]2N(O)N=N[C:31]=2[CH:32]=1.[CH2:37](Cl)CCl.CCN(C(C)C)C(C)C, predict the reaction product. The product is: [C:22]([NH:21][CH2:20][C:15]1[CH:16]=[CH:17][CH:18]=[CH:19][C:14]=1[N:11]1[CH2:10][CH2:9][NH:8][CH2:13][CH2:12]1)(=[O:25])[CH2:23][CH3:24].[CH3:29][CH2:28][CH2:27][CH2:32][CH2:31][CH3:30].[C:1]([O:3][CH2:4][CH3:7])(=[O:2])[CH3:37]. (2) Given the reactants [CH3:1][N:2]1[CH2:7][CH2:6][N:5]([C:8]2[CH:14]=[CH:13][C:11]([NH2:12])=[CH:10][CH:9]=2)[CH2:4][CH2:3]1.[Br:15][C:16]1[CH:17]=[CH:18][CH:19]=[C:20]2[C:25]=1[N:24]=[C:23](Cl)[N:22]=[CH:21]2.C(O)(C(F)(F)F)=O, predict the reaction product. The product is: [Br:15][C:16]1[CH:17]=[CH:18][CH:19]=[C:20]2[C:25]=1[N:24]=[C:23]([NH:12][C:11]1[CH:13]=[CH:14][C:8]([N:5]3[CH2:4][CH2:3][N:2]([CH3:1])[CH2:7][CH2:6]3)=[CH:9][CH:10]=1)[N:22]=[CH:21]2. (3) Given the reactants [NH2:1][C:2]1[C:11]2[C:6](=[CH:7][CH:8]=[CH:9][C:10]=2[O:12][CH:13]2[CH2:18][CH2:17][CH2:16][CH2:15][CH2:14]2)[N:5]=[C:4]([CH3:19])[C:3]=1[C:20]([OH:22])=[O:21].[ClH:23], predict the reaction product. The product is: [ClH:23].[NH2:1][C:2]1[C:11]2[C:6](=[CH:7][CH:8]=[CH:9][C:10]=2[O:12][CH:13]2[CH2:18][CH2:17][CH2:16][CH2:15][CH2:14]2)[N:5]=[C:4]([CH3:19])[C:3]=1[C:20]([OH:22])=[O:21]. (4) The product is: [CH3:22][O:18][C:17]([C:14]1[N:13]=[C:12]2[N:8]([CH2:1][C:2]3[CH:3]=[CH:4][CH:5]=[CH:6][CH:7]=3)[CH:9]=[CH:10][C:11]2=[CH:16][CH:15]=1)=[O:19]. Given the reactants [CH2:1]([N:8]1[C:12]2=[N:13][C:14]([C:17]([OH:19])=[O:18])=[CH:15][CH:16]=[C:11]2[CH:10]=[CH:9]1)[C:2]1[CH:7]=[CH:6][CH:5]=[CH:4][CH:3]=1.[N+](=[CH2:22])=[N-].C(OCC)C, predict the reaction product. (5) Given the reactants [CH3:1][Si]([N-][Si](C)(C)C)(C)C.[Na+].[CH3:11][C:12]([C:14]1[CH:19]=[CH:18][C:17]([O:20][CH3:21])=[CH:16][C:15]=1[F:22])=O, predict the reaction product. The product is: [F:22][C:15]1[CH:16]=[C:17]([O:20][CH3:21])[CH:18]=[CH:19][C:14]=1[C:12]([CH3:1])=[CH2:11].